From a dataset of Forward reaction prediction with 1.9M reactions from USPTO patents (1976-2016). Predict the product of the given reaction. Given the reactants [CH2:1]([C:3]1[CH:8]=[CH:7][C:6]([C:9]2[CH:14]=[C:13](O)[N:12]3[N:16]=[CH:17][C:18]([C:19]([O:21][CH2:22][CH3:23])=[O:20])=[C:11]3[N:10]=2)=[CH:5][CH:4]=1)[CH3:2].P(Cl)(Cl)([Cl:26])=O.O.C([O-])([O-])=O.[Na+].[Na+], predict the reaction product. The product is: [Cl:26][C:13]1[N:12]2[N:16]=[CH:17][C:18]([C:19]([O:21][CH2:22][CH3:23])=[O:20])=[C:11]2[N:10]=[C:9]([C:6]2[CH:7]=[CH:8][C:3]([CH2:1][CH3:2])=[CH:4][CH:5]=2)[CH:14]=1.